Dataset: Catalyst prediction with 721,799 reactions and 888 catalyst types from USPTO. Task: Predict which catalyst facilitates the given reaction. (1) Reactant: C1(C)C=CC(S(O)(=O)=O)=CC=1.[O:12]1[CH:17]=[CH:16][CH2:15][CH2:14][CH2:13]1.[Br:18][C:19]1[CH:24]=[CH:23][C:22]([CH2:25][CH2:26][OH:27])=[CH:21][CH:20]=1. Product: [Br:18][C:19]1[CH:24]=[CH:23][C:22]([CH2:25][CH2:26][O:27][CH:17]2[CH2:16][CH2:15][CH2:14][CH2:13][O:12]2)=[CH:21][CH:20]=1. The catalyst class is: 4. (2) Reactant: Cl[C:2]1[CH:3]=[C:4]([NH:21][C:22]2[CH:26]=[CH:25][N:24]([CH:27]([CH3:29])[CH3:28])[N:23]=2)[C:5]2[N:6]([C:8]([C:11]([NH:13][C:14]3[CH:19]=[CH:18][N:17]=[CH:16][C:15]=3[F:20])=[O:12])=[CH:9][N:10]=2)[N:7]=1.[NH2:30][C@H:31]1[CH2:36][CH2:35][C@H:34]([OH:37])[CH2:33][CH2:32]1. Product: [F:20][C:15]1[CH:16]=[N:17][CH:18]=[CH:19][C:14]=1[NH:13][C:11]([C:8]1[N:6]2[N:7]=[C:2]([NH:30][C@H:31]3[CH2:36][CH2:35][C@H:34]([OH:37])[CH2:33][CH2:32]3)[CH:3]=[C:4]([NH:21][C:22]3[CH:26]=[CH:25][N:24]([CH:27]([CH3:29])[CH3:28])[N:23]=3)[C:5]2=[N:10][CH:9]=1)=[O:12]. The catalyst class is: 5. (3) Reactant: C([O-])([O-])=O.[Cs+].[Cs+].I[CH:8]([CH3:10])[CH3:9].[F:11][C:12]1[CH:17]=[CH:16][C:15]([C:18]2[C:22]([C:23]3[CH:28]=[CH:27][N:26]=[C:25]([S:29][CH3:30])[N:24]=3)=[CH:21][NH:20][N:19]=2)=[CH:14][CH:13]=1.O. Product: [F:11][C:12]1[CH:17]=[CH:16][C:15]([C:18]2[C:22]([C:23]3[CH:28]=[CH:27][N:26]=[C:25]([S:29][CH3:30])[N:24]=3)=[CH:21][N:20]([CH:8]([CH3:10])[CH3:9])[N:19]=2)=[CH:14][CH:13]=1. The catalyst class is: 9. (4) Reactant: CCN=C=NCCCN(C)C.C1C=CC2N(O)N=NC=2C=1.[F:22][C:23]1[CH:29]=[C:28]([F:30])[CH:27]=[CH:26][C:24]=1[NH2:25].[Br:31][CH2:32][CH2:33][CH2:34][C:35](O)=[O:36]. Product: [Br:31][CH2:32][CH2:33][CH2:34][C:35]([NH:25][C:24]1[CH:26]=[CH:27][C:28]([F:30])=[CH:29][C:23]=1[F:22])=[O:36]. The catalyst class is: 3.